This data is from Reaction yield outcomes from USPTO patents with 853,638 reactions. The task is: Predict the reaction yield, written as a fraction of the theoretical maximum amount of product (1.0 means a 100% yield; for example, 0.34 means a 34% yield). The reactants are [C:1]([CH2:4][CH2:5][C:6]1[C:7]([CH3:13])=[C:8]([CH:11]=O)[NH:9][CH:10]=1)([OH:3])=[O:2].[CH3:14][O:15][C:16]1[CH:17]=[C:18]2[C:22](=[CH:23][CH:24]=1)[NH:21][C:20](=[O:25])[CH2:19]2. The catalyst is N1CCCCC1.C(O)C. The product is [CH3:14][O:15][C:16]1[CH:17]=[C:18]2[C:22](=[CH:23][CH:24]=1)[NH:21][C:20](=[O:25])[C:19]2=[CH:11][C:8]1[NH:9][CH:10]=[C:6]([CH2:5][CH2:4][C:1]([OH:3])=[O:2])[C:7]=1[CH3:13]. The yield is 0.670.